This data is from Full USPTO retrosynthesis dataset with 1.9M reactions from patents (1976-2016). The task is: Predict the reactants needed to synthesize the given product. (1) The reactants are: Br[C:2]1[CH:3]=[C:4]2[C:8](=[CH:9][CH:10]=1)[NH:7][N:6]=[CH:5]2.B1(B2OC(C)(C)C(C)(C)O2)OC(C)(C)C(C)(C)O1.C(P(C12CC3CC(CC(C3)C1)C2)C12CC3CC(CC(C3)C1)C2)CCC.C([O-])(=O)C.[K+].Br[C:60]1[CH:61]=[C:62]([NH:66][C@H:67]([C:74]2[CH:79]=[CH:78][CH:77]=[CH:76][CH:75]=2)[CH2:68][NH:69][S:70]([CH3:73])(=[O:72])=[O:71])[CH:63]=[N:64][CH:65]=1.C(=O)([O-])[O-].[K+].[K+]. Given the product [NH:7]1[C:8]2[C:4](=[CH:3][C:2]([C:60]3[CH:61]=[C:62]([NH:66][C@H:67]([C:74]4[CH:79]=[CH:78][CH:77]=[CH:76][CH:75]=4)[CH2:68][NH:69][S:70]([CH3:73])(=[O:71])=[O:72])[CH:63]=[N:64][CH:65]=3)=[CH:10][CH:9]=2)[CH:5]=[N:6]1, predict the reactants needed to synthesize it. (2) Given the product [Cl:11][C:10]([C:6]([F:9])([F:8])[F:7])=[CH:12][O:5][CH2:4][CH:2]1[CH2:1][O:3]1, predict the reactants needed to synthesize it. The reactants are: [CH2:1]1[O:3][CH:2]1[CH2:4][OH:5].[C:6]([C:10](=[CH:12]Cl)[Cl:11])([F:9])([F:8])[F:7]. (3) The reactants are: [C:1]([O:11][CH:12]([CH3:14])[CH3:13])(=[O:10])/[CH:2]=[CH:3]/[C:4]([O:6][CH:7]([CH3:9])[CH3:8])=[O:5].[C:15]([O:25][CH2:26][CH3:27])(=[O:24])[CH:16]=[CH:17][C:18]1[CH:23]=[CH:22][CH:21]=[CH:20][CH:19]=1.C1C(CC2C=CC(N3C(=O)C=CC3=O)=CC=2)=CC=C(N2C(=O)C=CC2=O)C=1.C(OOOC(C)(C)C)(=O)C(C)(C)C. Given the product [C:4]([O:6][CH:7]([CH3:9])[CH3:8])(=[O:5])/[CH:3]=[CH:2]/[C:1]([O:11][CH:12]([CH3:14])[CH3:13])=[O:10].[C:15]([O:25][CH2:26][CH3:27])(=[O:24])[CH:16]=[CH:17][C:18]1[CH:19]=[CH:20][CH:21]=[CH:22][CH:23]=1, predict the reactants needed to synthesize it. (4) Given the product [F:1][C:2]1[CH:3]=[C:4]([CH:7]=[CH:8][C:9]=1[O:10][CH2:12][CH2:13][OH:14])[CH:5]=[O:6], predict the reactants needed to synthesize it. The reactants are: [F:1][C:2]1[CH:3]=[C:4]([CH:7]=[CH:8][C:9]=1[OH:10])[CH:5]=[O:6].Br[CH2:12][CH2:13][OH:14].C(=O)([O-])[O-].[K+].[K+].